Dataset: Rat liver microsome stability data. Task: Regression/Classification. Given a drug SMILES string, predict its absorption, distribution, metabolism, or excretion properties. Task type varies by dataset: regression for continuous measurements (e.g., permeability, clearance, half-life) or binary classification for categorical outcomes (e.g., BBB penetration, CYP inhibition). Dataset: rlm. (1) The compound is Cc1noc(C)c1-c1csc(N2CCC(C(N)=O)CC2)n1. The result is 0 (unstable in rat liver microsomes). (2) The molecule is COc1cc2c(cc1NC(=O)COc1ccc(Cl)cc1)oc1ccccc12. The result is 1 (stable in rat liver microsomes). (3) The drug is Cc1cccc(NC(=O)c2nn(C)c(-c3ccc(F)cc3F)c2C)n1. The result is 0 (unstable in rat liver microsomes).